Dataset: Full USPTO retrosynthesis dataset with 1.9M reactions from patents (1976-2016). Task: Predict the reactants needed to synthesize the given product. (1) Given the product [Br:1][C:2]1[CH:3]=[CH:4][C:5]([C:8]2([C:13]([F:16])([F:14])[F:15])[CH2:12][CH2:11][CH2:10][NH:9]2)=[C:6]([CH3:18])[CH:7]=1, predict the reactants needed to synthesize it. The reactants are: [Br:1][C:2]1[CH:7]=[CH:6][C:5]([C:8]2([C:13]([F:16])([F:15])[F:14])[CH2:12][CH2:11][CH2:10][NH:9]2)=[CH:4][CH:3]=1.Br[C:18]1C=CC(C(OC)=O)=C(C)C=1.BrC1C=CC(C(OC)=O)=CC=1. (2) Given the product [F:46][CH:44]([F:45])[C:34]1[N:33]([C:23]2[N:24]=[C:25]([N:27]3[CH2:32][CH2:31][O:30][CH2:29][CH2:28]3)[N:26]=[C:21]([NH:9][C:6]3[N:7]=[N:8][C:3]([O:2][CH3:1])=[CH:4][CH:5]=3)[N:22]=2)[C:37]2[CH:38]=[CH:39][CH:40]=[C:41]([O:42][CH3:43])[C:36]=2[N:35]=1, predict the reactants needed to synthesize it. The reactants are: [CH3:1][O:2][C:3]1[N:8]=[N:7][C:6]([NH2:9])=[CH:5][CH:4]=1.C[Si]([N-][Si](C)(C)C)(C)C.[Na+].Cl[C:21]1[N:26]=[C:25]([N:27]2[CH2:32][CH2:31][O:30][CH2:29][CH2:28]2)[N:24]=[C:23]([N:33]2[C:37]3[CH:38]=[CH:39][CH:40]=[C:41]([O:42][CH3:43])[C:36]=3[N:35]=[C:34]2[CH:44]([F:46])[F:45])[N:22]=1.C(O)(=O)C. (3) Given the product [NH2:23][C:22]1[CH:21]=[CH:20][C:19]([CH3:18])=[C:25]([C:2]2[N:7]=[N:6][C:5]([O:8][CH2:9][CH2:10][OH:11])=[C:4]([N:12]3[CH2:17][CH2:16][O:15][CH2:14][CH2:13]3)[CH:3]=2)[CH:24]=1, predict the reactants needed to synthesize it. The reactants are: Cl[C:2]1[N:7]=[N:6][C:5]([O:8][CH2:9][CH2:10][OH:11])=[C:4]([N:12]2[CH2:17][CH2:16][O:15][CH2:14][CH2:13]2)[CH:3]=1.[CH3:18][C:19]1[CH:25]=[CH:24][C:22]([NH2:23])=[CH:21][C:20]=1B1OC(C)(C)C(C)(C)O1.C(Cl)Cl.C([O-])([O-])=O.[Na+].[Na+]. (4) Given the product [CH3:14][O:15][CH2:16][CH2:17][CH2:18][O:19][C:20]1[CH:46]=[CH:45][CH:44]=[CH:43][C:21]=1[C:22]([NH:24][CH2:25][C@@H:26]([CH2:27][C@H:28]1[C@H:29]([CH2:31][N:1]2[CH2:6][CH2:5][CH2:4][CH2:3][C:2]2=[O:7])[O:39][C:33](=[O:34])[NH:32]1)[CH:40]([CH3:42])[CH3:41])=[O:23], predict the reactants needed to synthesize it. The reactants are: [NH:1]1[CH2:6][CH2:5][CH2:4][CH2:3][C:2]1=[O:7].CC(C)([O-])C.[K+].[CH3:14][O:15][CH2:16][CH2:17][CH2:18][O:19][C:20]1[CH:46]=[CH:45][CH:44]=[CH:43][C:21]=1[C:22]([NH:24][CH2:25][C@H:26]([CH:40]([CH3:42])[CH3:41])[CH2:27][C@H:28]([NH:32][C:33](=[O:39])[O:34]C(C)(C)C)[C@@H:29]1[CH2:31]O1)=[O:23]. (5) Given the product [NH2:40][C:25]1([C:23]([NH:22][CH:15]([C:12]2[CH:13]=[CH:14][C:9]([Cl:8])=[CH:10][CH:11]=2)[CH2:16][CH2:17][NH:18][C:19]([NH2:21])=[O:20])=[O:24])[CH2:30][CH2:29][N:28]([C:31]2[C:32]3[CH:39]=[CH:38][NH:37][C:33]=3[N:34]=[CH:35][N:36]=2)[CH2:27][CH2:26]1, predict the reactants needed to synthesize it. The reactants are: C(O)(C(F)(F)F)=O.[Cl:8][C:9]1[CH:14]=[CH:13][C:12]([CH:15]([NH:22][C:23]([C:25]2([NH:40]C(=O)OC(C)(C)C)[CH2:30][CH2:29][N:28]([C:31]3[C:32]4[CH:39]=[CH:38][NH:37][C:33]=4[N:34]=[CH:35][N:36]=3)[CH2:27][CH2:26]2)=[O:24])[CH2:16][CH2:17][NH:18][C:19]([NH2:21])=[O:20])=[CH:11][CH:10]=1. (6) Given the product [N:14]1([C:2]2[C:7]([N+:8]([O-:10])=[O:9])=[CH:6][C:5]([N+:11]([O-:13])=[O:12])=[CH:4][N:3]=2)[CH2:19][CH2:18][O:17][CH2:16][CH2:15]1, predict the reactants needed to synthesize it. The reactants are: Cl[C:2]1[C:7]([N+:8]([O-:10])=[O:9])=[CH:6][C:5]([N+:11]([O-:13])=[O:12])=[CH:4][N:3]=1.[NH:14]1[CH2:19][CH2:18][O:17][CH2:16][CH2:15]1. (7) Given the product [CH3:8][C:7]1([CH3:12])[O:6][CH:3]([CH2:2][NH2:1])[CH2:4][O:5]1, predict the reactants needed to synthesize it. The reactants are: [NH2:1][CH2:2][CH:3]([OH:6])[CH2:4][OH:5].[C:7]1(C)[CH:12]=CC(S(O)(=O)=O)=C[CH:8]=1. (8) Given the product [Br:12][C:13]1[CH:14]=[C:15]2[C:20](=[CH:21][CH:22]=1)[NH:19][C:18](=[O:23])[C:17]([O:24][C:25]1[CH:30]=[CH:29][CH:28]=[CH:27][CH:26]=1)=[C:16]2[C:32]([F:34])([F:33])[F:35], predict the reactants needed to synthesize it. The reactants are: O(CC(Cl)=O)C1C=CC=CC=1.[Br:12][C:13]1[CH:14]=[C:15]2[C:20](=[CH:21][CH:22]=1)[NH:19][C:18](=[O:23])[C:17]([O:24][C:25]1[CH:30]=[CH:29][C:28](Cl)=[CH:27][CH:26]=1)=[C:16]2[C:32]([F:35])([F:34])[F:33]. (9) Given the product [C:18]([C:20]1[C:21]([F:29])=[C:22]([CH2:2][C:3]2[N:4]=[C:5]3[S:12][CH:11]=[C:10]([C:13]([NH:15][CH2:16][CH3:17])=[O:14])[N:6]3[C:7](=[O:9])[CH:8]=2)[CH:23]=[CH:24][CH:25]=1)#[N:19], predict the reactants needed to synthesize it. The reactants are: Cl[CH2:2][C:3]1[N:4]=[C:5]2[S:12][CH:11]=[C:10]([C:13]([NH:15][CH2:16][CH3:17])=[O:14])[N:6]2[C:7](=[O:9])[CH:8]=1.[C:18]([C:20]1[C:21]([F:29])=[C:22](B(O)O)[CH:23]=[CH:24][CH:25]=1)#[N:19].C(=O)([O-])[O-].[Na+].[Na+].